Dataset: Forward reaction prediction with 1.9M reactions from USPTO patents (1976-2016). Task: Predict the product of the given reaction. (1) Given the reactants [Cl:1][C:2]1[CH:27]=[CH:26][CH:25]=[C:24]([Cl:28])[C:3]=1[CH2:4][O:5][C:6]1[CH:10]=[C:9]([N:11]2[C:15]3[CH:16]=[N:17][CH:18]=[CH:19][C:14]=3[N:13]=[CH:12]2)[S:8][C:7]=1[C:20]([O:22]C)=O.[NH3:29], predict the reaction product. The product is: [Cl:1][C:2]1[CH:27]=[CH:26][CH:25]=[C:24]([Cl:28])[C:3]=1[CH2:4][O:5][C:6]1[CH:10]=[C:9]([N:11]2[C:15]3[CH:16]=[N:17][CH:18]=[CH:19][C:14]=3[N:13]=[CH:12]2)[S:8][C:7]=1[C:20]([NH2:29])=[O:22]. (2) Given the reactants CO[C:3]([C:5]1[N:6]([CH3:25])[N:7]=[C:8]([O:10][CH2:11][C:12]2[C:13]([C:18]3[CH:23]=[CH:22][C:21]([F:24])=[CH:20][N:19]=3)=[N:14][O:15][C:16]=2[CH3:17])[CH:9]=1)=[O:4].[NH2:26][CH:27]1[CH2:32][CH2:31][O:30][CH2:29][CH2:28]1, predict the reaction product. The product is: [O:30]1[CH2:31][CH2:32][CH:27]([NH:26][C:3]([C:5]2[N:6]([CH3:25])[N:7]=[C:8]([O:10][CH2:11][C:12]3[C:13]([C:18]4[CH:23]=[CH:22][C:21]([F:24])=[CH:20][N:19]=4)=[N:14][O:15][C:16]=3[CH3:17])[CH:9]=2)=[O:4])[CH2:28][CH2:29]1. (3) The product is: [CH2:41]([C@H:38]([NH:37][C:7]1[N:8]=[C:9]([C:11]2[CH:16]=[CH:15][CH:14]=[C:13]([NH:17][C:18]([NH:20][C:21]3[CH:22]=[CH:23][C:24]([C:27]([F:30])([F:29])[F:28])=[CH:25][CH:26]=3)=[O:19])[CH:12]=2)[C:10]2[C:2]([NH2:1])=[C:3]([C:34]([NH2:36])=[O:35])[S:4][C:5]=2[N:6]=1)[CH2:39][OH:40])[CH3:42]. Given the reactants [NH2:1][C:2]1[C:10]2[C:9]([C:11]3[CH:16]=[CH:15][CH:14]=[C:13]([NH:17][C:18]([NH:20][C:21]4[CH:26]=[CH:25][C:24]([C:27]([F:30])([F:29])[F:28])=[CH:23][CH:22]=4)=[O:19])[CH:12]=3)=[N:8][C:7](S(C)=O)=[N:6][C:5]=2[S:4][C:3]=1[C:34]([NH2:36])=[O:35].[NH2:37][C@@H:38]([CH2:41][CH3:42])[CH2:39][OH:40], predict the reaction product.